This data is from Full USPTO retrosynthesis dataset with 1.9M reactions from patents (1976-2016). The task is: Predict the reactants needed to synthesize the given product. (1) The reactants are: [Cl:1][C:2]1[N:7]=[CH:6][C:5]([C:8]2[CH:9]=[N:10][CH:11]=[C:12]([O:14][CH3:15])[CH:13]=2)=[C:4]([NH2:16])[CH:3]=1.[H-].[Na+].Cl[C:20]1[C:29]2[C:24](=[CH:25][C:26]([F:31])=[CH:27][C:28]=2[F:30])[N:23]=[C:22]([N:32]2[CH2:36][CH2:35][CH2:34][C:33]2=[O:37])[C:21]=1[CH3:38].O. Given the product [Cl:1][C:2]1[N:7]=[CH:6][C:5]([C:8]2[CH:9]=[N:10][CH:11]=[C:12]([O:14][CH3:15])[CH:13]=2)=[C:4]([NH:16][C:20]2[C:29]3[C:24](=[CH:25][C:26]([F:31])=[CH:27][C:28]=3[F:30])[N:23]=[C:22]([N:32]3[CH2:36][CH2:35][CH2:34][C:33]3=[O:37])[C:21]=2[CH3:38])[CH:3]=1, predict the reactants needed to synthesize it. (2) Given the product [CH3:20][C:5]1[C:6]([CH2:8][CH2:9][C:10]2[CH:15]=[CH:14][CH:13]=[CH:12][C:11]=2[CH2:16][C:17]([NH2:19])=[O:18])=[N:7][C:2]([NH:21][C:22]2[CH:23]=[N:24][CH:25]=[CH:26][CH:27]=2)=[N:3][CH:4]=1, predict the reactants needed to synthesize it. The reactants are: Cl[C:2]1[N:7]=[C:6]([CH2:8][CH2:9][C:10]2[CH:15]=[CH:14][CH:13]=[CH:12][C:11]=2[CH2:16][C:17]([NH2:19])=[O:18])[C:5]([CH3:20])=[CH:4][N:3]=1.[NH2:21][C:22]1[CH:23]=[N:24][CH:25]=[CH:26][CH:27]=1.C([O-])([O-])=O.[Cs+].[Cs+].CC1(C)C2C(=C(P(C3C=CC=CC=3)C3C=CC=CC=3)C=CC=2)OC2C(P(C3C=CC=CC=3)C3C=CC=CC=3)=CC=CC1=2. (3) Given the product [Br:42][C:43]1[CH:44]=[N:45][N:46]([CH:19]([C:18]([CH3:17])=[CH2:22])[CH3:20])[CH:47]=1, predict the reactants needed to synthesize it. The reactants are: N(/C(OC(C)(C)C)=O)=N\C(OC(C)(C)C)=O.[CH3:17][C:18](=[CH2:22])[CH:19](O)[CH3:20].C1(P(C2C=CC=CC=2)C2C=CC=CC=2)C=CC=CC=1.[Br:42][C:43]1[CH:44]=[N:45][NH:46][CH:47]=1. (4) Given the product [C:23]([N:26]1[CH2:27][CH2:28][N:29]([C:32]2[CH:38]=[CH:37][C:35]([NH:36][C:20]([CH:8]3[CH2:7][CH2:6][C:5]4[C:10](=[C:11]([N:13]5[CH2:18][CH2:17][N:16]([CH3:19])[CH2:15][CH2:14]5)[CH:12]=[C:3]([F:2])[CH:4]=4)[O:9]3)=[O:21])=[CH:34][CH:33]=2)[CH2:30][CH2:31]1)(=[O:25])[CH3:24], predict the reactants needed to synthesize it. The reactants are: Cl.[F:2][C:3]1[CH:4]=[C:5]2[C:10](=[C:11]([N:13]3[CH2:18][CH2:17][N:16]([CH3:19])[CH2:15][CH2:14]3)[CH:12]=1)[O:9][CH:8]([C:20](O)=[O:21])[CH2:7][CH2:6]2.[C:23]([N:26]1[CH2:31][CH2:30][N:29]([C:32]2[CH:38]=[CH:37][C:35]([NH2:36])=[CH:34][CH:33]=2)[CH2:28][CH2:27]1)(=[O:25])[CH3:24]. (5) Given the product [Br:1][C:2]1[CH:10]=[CH:9][C:5]([C:6]([NH:15][CH2:17][CH3:19])=[O:8])=[CH:4][C:3]=1[O:11][CH2:12][CH3:13], predict the reactants needed to synthesize it. The reactants are: [Br:1][C:2]1[CH:10]=[CH:9][C:5]([C:6]([OH:8])=O)=[CH:4][C:3]=1[O:11][CH2:12][CH3:13].C[N:15]([CH:17]=O)C.[C:19](Cl)(=O)C(Cl)=O. (6) Given the product [CH3:15][O:16][C:17]1[CH:18]=[C:19]([C:24]([C@@H:26]2[C@:35]3([CH3:36])[C@H:30]([C:31]([CH3:38])([CH3:37])[CH2:32][CH2:33][CH2:34]3)[CH2:29][C@@H:28]([NH:48][CH2:47][C:46]3[CH:49]=[CH:50][C:43]([O:42][CH3:41])=[CH:44][CH:45]=3)[C@H:27]2[CH3:40])=[O:25])[CH:20]=[C:21]([CH3:23])[CH:22]=1, predict the reactants needed to synthesize it. The reactants are: C(O[BH-](OC(=O)C)OC(=O)C)(=O)C.[Na+].[CH3:15][O:16][C:17]1[CH:18]=[C:19]([C:24]([C@@H:26]2[C@:35]3([CH3:36])[C@H:30]([C:31]([CH3:38])([CH3:37])[CH2:32][CH2:33][CH2:34]3)[CH2:29][C:28](=O)[C@H:27]2[CH3:40])=[O:25])[CH:20]=[C:21]([CH3:23])[CH:22]=1.[CH3:41][O:42][C:43]1[CH:50]=[CH:49][C:46]([CH2:47][NH2:48])=[CH:45][CH:44]=1.C(O)(=O)C. (7) Given the product [CH3:1][C:2]1[C:11]2[O:10][CH:9]([C:12]3[CH:17]=[CH:16][CH:15]=[CH:14][CH:13]=3)[C:8](=[O:18])[N:7]([CH2:19][CH2:20][C:21]([OH:29])=[O:22])[C:6]=2[CH:5]=[CH:4][CH:3]=1, predict the reactants needed to synthesize it. The reactants are: [CH3:1][C:2]1[C:11]2[O:10][CH:9]([C:12]3[CH:17]=[CH:16][CH:15]=[CH:14][CH:13]=3)[C:8](=[O:18])[N:7]([CH2:19][CH2:20][CH:21]=[O:22])[C:6]=2[CH:5]=[CH:4][CH:3]=1.CC(=CC)C.P([O-])(O)(O)=[O:29].[Na+].Cl([O-])=O.[Na+].Cl.